Dataset: Full USPTO retrosynthesis dataset with 1.9M reactions from patents (1976-2016). Task: Predict the reactants needed to synthesize the given product. (1) Given the product [S:1]1[C:5]([C:14]2[S:18][C:17]([S:19]([N:22]3[CH:26]=[CH:25][CH:24]=[CH:23]3)(=[O:20])=[O:21])=[CH:16][CH:15]=2)=[CH:4][C:3]2[CH:9]=[CH:10][CH:11]=[CH:12][C:2]1=2, predict the reactants needed to synthesize it. The reactants are: [S:1]1[C:5](B(O)O)=[CH:4][C:3]2[CH:9]=[CH:10][CH:11]=[CH:12][C:2]1=2.Br[C:14]1[S:18][C:17]([S:19]([N:22]2[CH:26]=[CH:25][CH:24]=[CH:23]2)(=[O:21])=[O:20])=[CH:16][CH:15]=1. (2) Given the product [Cl:8][C:7]1[C:2]([C:21]2[CH:22]=[CH:23][S:19][CH:20]=2)=[CH:3][C:4]([O:10][C:11]2[CH:16]=[CH:15][C:14]([Cl:17])=[CH:13][C:12]=2[Cl:18])=[C:5]([OH:9])[CH:6]=1, predict the reactants needed to synthesize it. The reactants are: Br[C:2]1[C:7]([Cl:8])=[CH:6][C:5]([OH:9])=[C:4]([O:10][C:11]2[CH:16]=[CH:15][C:14]([Cl:17])=[CH:13][C:12]=2[Cl:18])[CH:3]=1.[S:19]1[CH:23]=[CH:22][C:21](B(O)O)=[CH:20]1.C(=O)([O-])[O-].[Na+].[Na+].C1(C)C=CC=CC=1P(C1C=CC=CC=1C)C1C=CC=CC=1C. (3) Given the product [C:1]([C:3]1[CH:8]=[CH:7][CH:6]=[CH:5][C:4]=1[C:9]1[CH:10]=[CH:11][C:12]([CH2:15][C:16]2[C:17](=[O:43])[N:18]([C@H:28]3[CH2:33][CH2:32][C@H:31]([O:34][CH2:35][C:36]4([C:40]([NH2:46])=[O:41])[CH2:37][CH2:38][CH2:39]4)[CH2:30][CH2:29]3)[C:19]3[N:20]([N:25]=[CH:26][N:27]=3)[C:21]=2[CH2:22][CH2:23][CH3:24])=[CH:13][CH:14]=1)#[N:2], predict the reactants needed to synthesize it. The reactants are: [C:1]([C:3]1[CH:8]=[CH:7][CH:6]=[CH:5][C:4]=1[C:9]1[CH:14]=[CH:13][C:12]([CH2:15][C:16]2[C:17](=[O:43])[N:18]([C@H:28]3[CH2:33][CH2:32][C@H:31]([O:34][CH2:35][C:36]4([C:40](O)=[O:41])[CH2:39][CH2:38][CH2:37]4)[CH2:30][CH2:29]3)[C:19]3[N:20]([N:25]=[CH:26][N:27]=3)[C:21]=2[CH2:22][CH2:23][CH3:24])=[CH:11][CH:10]=1)#[N:2].[NH4+].O[N:46]1C2C=CC=CC=2N=N1.Cl.C(N=C=NCCCN(C)C)C.CN(C)C=O. (4) The reactants are: [CH3:1][CH:2]1[CH2:7][CH2:6][NH:5][CH2:4][CH2:3]1.Cl[S:9]([C:12]1[CH:13]=[C:14]([CH:18]=[CH:19][CH:20]=1)[C:15]([OH:17])=[O:16])(=[O:11])=[O:10].C(=O)([O-])[O-].[K+].[K+]. Given the product [CH3:1][CH:2]1[CH2:7][CH2:6][N:5]([S:9]([C:12]2[CH:13]=[C:14]([CH:18]=[CH:19][CH:20]=2)[C:15]([OH:17])=[O:16])(=[O:11])=[O:10])[CH2:4][CH2:3]1, predict the reactants needed to synthesize it.